Dataset: Peptide-MHC class II binding affinity with 134,281 pairs from IEDB. Task: Regression. Given a peptide amino acid sequence and an MHC pseudo amino acid sequence, predict their binding affinity value. This is MHC class II binding data. (1) The peptide sequence is DKVYEILKINSVKYY. The MHC is HLA-DPA10301-DPB10402 with pseudo-sequence HLA-DPA10301-DPB10402. The binding affinity (normalized) is 0.691. (2) The peptide sequence is YDKFLANVSTRLTGK. The MHC is DRB1_1302 with pseudo-sequence DRB1_1302. The binding affinity (normalized) is 0.849. (3) The peptide sequence is ESLHNPYPDYHWLRT. The MHC is HLA-DPA10201-DPB10101 with pseudo-sequence HLA-DPA10201-DPB10101. The binding affinity (normalized) is 0.